From a dataset of Full USPTO retrosynthesis dataset with 1.9M reactions from patents (1976-2016). Predict the reactants needed to synthesize the given product. (1) Given the product [CH:18]([N:17]1[C:11]2[CH:10]=[C:9]([NH:8][C:6]3[CH:5]=[CH:4][N:3]=[C:2]([C:26]#[N:25])[N:7]=3)[N:14]=[CH:13][C:12]=2[N:15]=[C:16]1[CH3:21])([CH3:20])[CH3:19], predict the reactants needed to synthesize it. The reactants are: Cl[C:2]1[N:7]=[C:6]([NH:8][C:9]2[N:14]=[CH:13][C:12]3[N:15]=[C:16]([CH3:21])[N:17]([CH:18]([CH3:20])[CH3:19])[C:11]=3[CH:10]=2)[CH:5]=[CH:4][N:3]=1.[C-]#N.[K+].[N:25]12CCN(CC1)C[CH2:26]2.CS(C)=O. (2) Given the product [ClH:20].[F:19][C:2]([F:1])([F:18])[C@@H:3]([O:17][C:28](=[O:29])[NH:27][C:24]1[CH:25]=[CH:26][C:21]([Cl:20])=[CH:22][CH:23]=1)[CH2:4][N:5]1[CH2:10][CH2:9][CH2:8][C@H:7]([C:11]2[CH:16]=[CH:15][CH:14]=[CH:13][CH:12]=2)[CH2:6]1, predict the reactants needed to synthesize it. The reactants are: [F:1][C:2]([F:19])([F:18])[C@@H:3]([OH:17])[CH2:4][N:5]1[CH2:10][CH2:9][CH2:8][C@H:7]([C:11]2[CH:16]=[CH:15][CH:14]=[CH:13][CH:12]=2)[CH2:6]1.[Cl:20][C:21]1[CH:26]=[CH:25][C:24]([N:27]=[C:28]=[O:29])=[CH:23][CH:22]=1. (3) Given the product [F:14][C:13]1[C:6]([O:3][CH3:2])=[C:7]([C:10]([F:15])=[CH:11][CH:12]=1)[C:8]#[N:9], predict the reactants needed to synthesize it. The reactants are: [Na].[CH3:2][O-:3].[Na+].F[C:6]1[C:13]([F:14])=[CH:12][CH:11]=[C:10]([F:15])[C:7]=1[C:8]#[N:9]. (4) Given the product [N:1]([C:2]1[CH:11]=[CH:10][C:5]([C:6]([O:8][CH3:9])=[O:7])=[CH:4][C:3]=1[CH3:12])=[C:14]=[O:17], predict the reactants needed to synthesize it. The reactants are: [NH2:1][C:2]1[CH:11]=[CH:10][C:5]([C:6]([O:8][CH3:9])=[O:7])=[CH:4][C:3]=1[CH3:12].Cl[C:14]([O:17]C(Cl)=O)(Cl)Cl. (5) Given the product [C:27]([C:20]1[CH:21]=[CH:22][C:23]([O:1][CH2:2][C:3]2[CH:4]=[C:5]([S:9][C:10]3[CH:11]=[C:12]([CH:15]=[CH:16][N:17]=3)[C:13]#[N:14])[CH:6]=[CH:7][CH:8]=2)=[C:24]([CH3:25])[C:19]=1[OH:18])(=[O:29])[CH3:28], predict the reactants needed to synthesize it. The reactants are: [OH:1][CH2:2][C:3]1[CH:4]=[C:5]([S:9][C:10]2[CH:11]=[C:12]([CH:15]=[CH:16][N:17]=2)[C:13]#[N:14])[CH:6]=[CH:7][CH:8]=1.[OH:18][C:19]1[C:24]([CH3:25])=[C:23](O)[CH:22]=[CH:21][C:20]=1[C:27](=[O:29])[CH3:28]. (6) The reactants are: [CH3:1][O:2][C:3]1[CH:8]=[CH:7][C:6]([C:9]2[S:13][C:12]3[CH:14]=[C:15]([OH:18])[CH:16]=[CH:17][C:11]=3[CH:10]=2)=[CH:5][CH:4]=1.C(N(CC)CC)C.[CH2:26]([N:28]([CH2:32][CH3:33])[C:29](Cl)=[O:30])[CH3:27]. Given the product [CH3:1][O:2][C:3]1[CH:8]=[CH:7][C:6]([C:9]2[S:13][C:12]3[CH:14]=[C:15]([O:18][C:29](=[O:30])[N:28]([CH2:32][CH3:33])[CH2:26][CH3:27])[CH:16]=[CH:17][C:11]=3[CH:10]=2)=[CH:5][CH:4]=1, predict the reactants needed to synthesize it. (7) Given the product [F:4][C:5]1[CH:9]=[C:8]([C:10]2[CH:15]=[N:14][CH:13]=[N:12][CH:11]=2)[S:7][C:6]=1[C:16]([OH:18])=[O:17], predict the reactants needed to synthesize it. The reactants are: O[Li].O.[F:4][C:5]1[CH:9]=[C:8]([C:10]2[CH:11]=[N:12][CH:13]=[N:14][CH:15]=2)[S:7][C:6]=1[C:16]([O:18]C)=[O:17]. (8) Given the product [CH2:1]([NH:8][C:9]1[N:14]=[C:13]([C:15]2[CH:20]=[CH:19][CH:18]=[CH:17][N:16]=2)[CH:12]=[C:11]([C:21]2[CH:22]=[N:23][CH:24]=[C:25]([C:27]3[CH:28]=[C:29]([OH:33])[CH:30]=[CH:31][CH:32]=3)[CH:26]=2)[CH:10]=1)[C:2]1[CH:7]=[CH:6][CH:5]=[CH:4][CH:3]=1, predict the reactants needed to synthesize it. The reactants are: [CH2:1]([NH:8][C:9]1[N:14]=[C:13]([C:15]2[CH:20]=[CH:19][CH:18]=[CH:17][N:16]=2)[CH:12]=[C:11]([C:21]2[CH:22]=[N:23][CH:24]=[C:25]([C:27]3[CH:32]=[CH:31][CH:30]=[C:29]([O:33]C)[CH:28]=3)[CH:26]=2)[CH:10]=1)[C:2]1[CH:7]=[CH:6][CH:5]=[CH:4][CH:3]=1.COC1C=C(B(O)O)C=CC=1.B(O)O. (9) Given the product [C:6]1([CH:5]2[C:2]3([CH2:1][O:14]3)[O:3][CH2:4]2)[CH:11]=[CH:10][CH:9]=[CH:8][CH:7]=1, predict the reactants needed to synthesize it. The reactants are: [CH2:1]=[C:2]1[CH:5]([C:6]2[CH:11]=[CH:10][CH:9]=[CH:8][CH:7]=2)[CH2:4][O:3]1.CC1(C)O[O:14]1. (10) The reactants are: [CH3:1][O:2][C:3]1[CH:12]=[CH:11][C:10]2[C:5](=[CH:6][CH:7]=[CH:8][CH:9]=2)[C:4]=1[CH:13]=[CH:14][O:15]C. Given the product [CH3:1][O:2][C:3]1[CH:12]=[CH:11][C:10]2[C:5](=[CH:6][CH:7]=[CH:8][CH:9]=2)[C:4]=1[CH2:13][CH:14]=[O:15], predict the reactants needed to synthesize it.